Dataset: Full USPTO retrosynthesis dataset with 1.9M reactions from patents (1976-2016). Task: Predict the reactants needed to synthesize the given product. Given the product [CH3:16][O:15][C:12]1[CH:11]=[C:7]2[C:6](=[CH:14][CH:13]=1)[NH:4][C:2](=[O:3])[NH:1][C:8]2=[O:9], predict the reactants needed to synthesize it. The reactants are: [NH2:1][C:2]([NH2:4])=[O:3].N[C:6]1[CH:14]=[CH:13][C:12]([O:15][CH3:16])=[CH:11][C:7]=1[C:8](O)=[O:9].